This data is from Forward reaction prediction with 1.9M reactions from USPTO patents (1976-2016). The task is: Predict the product of the given reaction. Given the reactants [CH2:1]([O:8][C@H:9]1[C@H:14]([O:15][CH2:16]C2C=CC=CC=2)[C@@H:13]([O:23][CH2:24]C2C=CC=CC=2)[C@@:12]([C:33]2[CH:38]=[CH:37][C:36]([Cl:39])=[C:35]([CH2:40][C:41]3[CH:46]=[CH:45][C:44]([O:47][CH2:48][C:49]([F:52])([F:51])[F:50])=[CH:43][CH:42]=3)[CH:34]=2)(OC)[O:11][C:10]1([CH2:55][OH:56])[CH2:53][OH:54])C1C=CC=CC=1.F[C:58](F)(F)[C:59](O)=O, predict the reaction product. The product is: [CH2:1]([O:8][C@H:9]1[C@H:14]([O:15][CH2:16][C:41]2[CH:46]=[CH:45][CH:44]=[CH:43][CH:42]=2)[C@@H:13]([O:23][CH2:24][C:59]2[CH:58]=[CH:14][CH:9]=[CH:10][CH:53]=2)[C@:12]2([C:33]3[CH:38]=[CH:37][C:36]([Cl:39])=[C:35]([CH2:40][C:41]4[CH:42]=[CH:43][C:44]([O:47][CH2:48][C:49]([F:50])([F:52])[F:51])=[CH:45][CH:46]=4)[CH:34]=3)[O:11][C@@:10]1([CH2:55][OH:56])[CH2:53][O:54]2)[C:33]1[CH:38]=[CH:37][CH:36]=[CH:35][CH:34]=1.